Predict which catalyst facilitates the given reaction. From a dataset of Catalyst prediction with 721,799 reactions and 888 catalyst types from USPTO. (1) Reactant: Br[C:2]1[CH:7]=[CH:6][C:5]([N+:8]([O-:10])=[O:9])=[CH:4][C:3]=1[C:11](=[O:13])[CH3:12].[Cl:14][C:15]1[CH:20]=[CH:19][C:18](B(O)O)=[CH:17][CH:16]=1.CO.C(=O)(O)[O-].[Na+]. Product: [Cl:14][C:15]1[CH:20]=[CH:19][C:18]([C:2]2[C:3]([C:11](=[O:13])[CH3:12])=[CH:4][C:5]([N+:8]([O-:10])=[O:9])=[CH:6][CH:7]=2)=[CH:17][CH:16]=1. The catalyst class is: 741. (2) Reactant: [Cl:1][C:2]1[CH:7]=[CH:6][C:5]([NH:8][C:9]2[CH:10]=[C:11]([F:24])[C:12]([CH2:15][NH:16]C(=O)OC(C)(C)C)=[N:13][CH:14]=2)=[C:4]([C:25]([F:28])([F:27])[F:26])[CH:3]=1.Cl. Product: [ClH:1].[NH2:16][CH2:15][C:12]1[N:13]=[CH:14][C:9]([NH:8][C:5]2[CH:6]=[CH:7][C:2]([Cl:1])=[CH:3][C:4]=2[C:25]([F:28])([F:27])[F:26])=[CH:10][C:11]=1[F:24]. The catalyst class is: 12.